This data is from Reaction yield outcomes from USPTO patents with 853,638 reactions. The task is: Predict the reaction yield, written as a fraction of the theoretical maximum amount of product (1.0 means a 100% yield; for example, 0.34 means a 34% yield). (1) The reactants are [N+:1]([O-:4])(O)=[O:2].[Cl:5][C:6]1[CH:14]=[C:13]([Cl:15])[CH:12]=[CH:11][C:7]=1[C:8]([OH:10])=[O:9]. The catalyst is S(=O)(=O)(O)O. The product is [Cl:5][C:6]1[CH:14]=[C:13]([Cl:15])[C:12]([N+:1]([O-:4])=[O:2])=[CH:11][C:7]=1[C:8]([OH:10])=[O:9]. The yield is 1.35. (2) The reactants are [C:1]([O:4][CH2:5][C@@:6]([NH:16][C:17](=[O:19])[CH3:18])([CH3:15])[CH2:7][CH2:8][C:9]1[N:10]([CH3:14])[CH:11]=[CH:12][CH:13]=1)(=[O:3])[CH3:2].[CH2:20]([C@@]1(CCC2N(C)C=CC=2)COC(=O)N1)C. No catalyst specified. The product is [C:1]([O:4][CH2:5][C@@:6]([NH:16][C:17](=[O:19])[CH3:18])([CH2:15][CH3:20])[CH2:7][CH2:8][C:9]1[N:10]([CH3:14])[CH:11]=[CH:12][CH:13]=1)(=[O:3])[CH3:2]. The yield is 0.770.